From a dataset of CYP2C9 inhibition data for predicting drug metabolism from PubChem BioAssay. Regression/Classification. Given a drug SMILES string, predict its absorption, distribution, metabolism, or excretion properties. Task type varies by dataset: regression for continuous measurements (e.g., permeability, clearance, half-life) or binary classification for categorical outcomes (e.g., BBB penetration, CYP inhibition). Dataset: cyp2c9_veith. (1) The molecule is O=C(Nc1ccc(-n2nncc2-c2ccco2)cc1)c1cc2ccccc2oc1=O. The result is 1 (inhibitor). (2) The compound is O=[N+]([O-])c1ccc(S(=O)(=O)Cc2ccccc2)c([N+](=O)[O-])c1. The result is 1 (inhibitor). (3) The molecule is O=c1c2cc(Br)ccc2nc(-c2cccc(C(F)(F)F)c2)n1O. The result is 1 (inhibitor). (4) The molecule is Brc1cc2c(cc1/C=N/Nc1nc(N3CCCC3)nc(N3CCOCC3)n1)OCO2. The result is 1 (inhibitor). (5) The drug is C[C@@H]1CC[C@@H]2N(C1)C[C@@H]1[C@@]3(O)C[C@@]45O[C@]6(O)[C@@H](O)CC[C@@]4(C)[C@H]6CC[C@@H]5[C@@]3(O)C[C@@H](O)[C@@]1(O)[C@@]2(C)O. The result is 0 (non-inhibitor). (6) The drug is Cc1c(NC(=O)Nc2c(Cl)cccc2Cl)c(=O)n(-c2ccccc2)n1C. The result is 0 (non-inhibitor). (7) The molecule is C=CCNCCCCOc1c(Cl)cc(C)cc1Br.O=C(O)C(=O)O. The result is 0 (non-inhibitor). (8) The compound is CN(Cc1ccco1)c1cc(-c2ccoc2)ncn1. The result is 0 (non-inhibitor).